This data is from Forward reaction prediction with 1.9M reactions from USPTO patents (1976-2016). The task is: Predict the product of the given reaction. Given the reactants [OH:1][N:2]1[CH:6]=[C:5]([C:7]([OH:9])=O)[N:4]=[N:3]1.CCN(C(C)C)C(C)C.CN(C(ON1N=NC2C=CC=NC1=2)=[N+](C)C)C.F[P-](F)(F)(F)(F)F.[NH2:43][C@H:44]([CH2:53][C:54]1[CH:59]=[CH:58][C:57]([C:60]2[CH:65]=[CH:64][CH:63]=[CH:62][C:61]=2[F:66])=[CH:56][CH:55]=1)[CH2:45][C@:46]([CH2:51][OH:52])([CH3:50])[C:47]([OH:49])=[O:48], predict the reaction product. The product is: [F:66][C:61]1[CH:62]=[CH:63][CH:64]=[CH:65][C:60]=1[C:57]1[CH:58]=[CH:59][C:54]([CH2:53][C@@H:44]([NH:43][C:7]([C:5]2[N:4]=[N:3][N:2]([OH:1])[CH:6]=2)=[O:9])[CH2:45][C@:46]([CH2:51][OH:52])([CH3:50])[C:47]([OH:49])=[O:48])=[CH:55][CH:56]=1.